Dataset: Full USPTO retrosynthesis dataset with 1.9M reactions from patents (1976-2016). Task: Predict the reactants needed to synthesize the given product. (1) Given the product [CH2:38]1[C:39](=[O:40])[C:34]2[C:35](=[CH:30][C:31]([OH:49])=[CH:32][C:33]=2[OH:3])[O:36][C@@H:37]1[C:41]1[CH:42]=[CH:43][C:44]([OH:48])=[CH:45][CH:46]=1, predict the reactants needed to synthesize it. The reactants are: [Na+].[Cl-].[OH:3]C1C(CC=C(C)C)=C(O)C=CC=1CCCC1C=CC(O)=CC=1.CC(C)=CC[C:30]1[C:31]([OH:49])=[CH:32][CH:33]=[C:34]2[C:39](=[O:40])[CH2:38][C@@H:37]([C:41]3[CH:42]=[CH:43][C:44]([OH:48])=[CH:45][C:46]=3O)[O:36][C:35]=12. (2) Given the product [CH2:1]([O:8][C:9](=[O:16])[CH2:10][O:11][P:22]([O:21][C:17]([CH3:20])([CH3:19])[CH3:18])([O:24][C:25]([CH3:26])([CH3:27])[CH3:28])=[O:23])[C:2]1[CH:7]=[CH:6][CH:5]=[CH:4][CH:3]=1, predict the reactants needed to synthesize it. The reactants are: [CH2:1]([O:8][C:9](=[O:16])[CH2:10][O:11]S(C)(=O)=O)[C:2]1[CH:7]=[CH:6][CH:5]=[CH:4][CH:3]=1.[C:17]([O:21][P:22]([O-])([O:24][C:25]([CH3:28])([CH3:27])[CH3:26])=[O:23])([CH3:20])([CH3:19])[CH3:18]. (3) Given the product [CH3:19][C:15]1([CH3:20])[CH2:14][CH2:13][C:12]2[C:11]([N:21]3[CH2:26][CH2:25][O:24][CH2:23][CH2:22]3)=[N:10][C:9]3[S:8][C:7]4[C:6](=[N:5][CH:4]=[N:3][C:2]=4[NH:35][CH2:34][CH2:33][N:27]4[CH2:32][CH2:31][O:30][CH2:29][CH2:28]4)[C:18]=3[C:17]=2[CH2:16]1, predict the reactants needed to synthesize it. The reactants are: Cl[C:2]1[C:7]2[S:8][C:9]3[N:10]=[C:11]([N:21]4[CH2:26][CH2:25][O:24][CH2:23][CH2:22]4)[C:12]4[CH2:13][CH2:14][C:15]([CH3:20])([CH3:19])[CH2:16][C:17]=4[C:18]=3[C:6]=2[N:5]=[CH:4][N:3]=1.[N:27]1([CH2:33][CH2:34][NH2:35])[CH2:32][CH2:31][O:30][CH2:29][CH2:28]1. (4) The reactants are: Br[C:2]1[CH:10]=[CH:9][C:8]2[N:7]3[C:11](=[O:19])[O:12][C@@H:13]([CH2:14][NH:15][C:16](=[O:18])[CH3:17])[C@@H:6]3[CH2:5][C:4]=2[CH:3]=1.[O:20]1[C:24]2([CH2:29][CH2:28][NH:27][CH2:26][CH2:25]2)[O:23][CH2:22][CH2:21]1.N1CCC[C@H]1C(O)=O.C([O-])([O-])=O.[K+].[K+]. Given the product [O:19]=[C:11]1[N:7]2[C:8]3[CH:9]=[CH:10][C:2]([N:27]4[CH2:28][CH2:29][C:24]5([O:23][CH2:22][CH2:21][O:20]5)[CH2:25][CH2:26]4)=[CH:3][C:4]=3[CH2:5][C@H:6]2[C@H:13]([CH2:14][NH:15][C:16](=[O:18])[CH3:17])[O:12]1, predict the reactants needed to synthesize it. (5) Given the product [C:1]([O:5][C:6]([N:8]1[C@H:12]([CH2:13][S:17][C:18]2[S:19][C:20]3[CH:26]=[CH:25][CH:24]=[CH:23][C:21]=3[N:22]=2)[CH2:11][O:10][C:9]1([CH3:16])[CH3:15])=[O:7])([CH3:4])([CH3:3])[CH3:2], predict the reactants needed to synthesize it. The reactants are: [C:1]([O:5][C:6]([N:8]1[C@H:12]([CH2:13]O)[CH2:11][O:10][C:9]1([CH3:16])[CH3:15])=[O:7])([CH3:4])([CH3:3])[CH3:2].[SH:17][C:18]1[S:19][C:20]2[CH:26]=[CH:25][CH:24]=[CH:23][C:21]=2[N:22]=1.C1(P(C2C=CC=CC=2)C2C=CC=CC=2)C=CC=CC=1.N(C(OCC)=O)=NC(OCC)=O. (6) Given the product [CH:1]12[CH2:7][CH:4]([CH2:5][CH2:6]1)[C:3]([C:8]([OH:10])=[O:9])=[C:2]2[C:11]([OH:13])=[O:12], predict the reactants needed to synthesize it. The reactants are: [CH:1]12[CH2:7][CH:4]([CH:5]=[CH:6]1)[C:3]([C:8]([OH:10])=[O:9])=[C:2]2[C:11]([OH:13])=[O:12].